From a dataset of Forward reaction prediction with 1.9M reactions from USPTO patents (1976-2016). Predict the product of the given reaction. (1) The product is: [Si:1]([O:8][C@H:9]1[CH2:13][N:12]([C:14]([O:16][C:17]([CH3:20])([CH3:19])[CH3:18])=[O:15])[C@H:11]([C:21]([CH3:23])=[CH2:22])[CH2:10]1)([C:4]([CH3:7])([CH3:6])[CH3:5])([CH3:2])[CH3:3]. Given the reactants [Si:1]([O:8][C@H:9]1[CH2:13][N:12]([C:14]([O:16][C:17]([CH3:20])([CH3:19])[CH3:18])=[O:15])[C@H:11]([C:21](O)([CH3:23])[CH3:22])[CH2:10]1)([C:4]([CH3:7])([CH3:6])[CH3:5])([CH3:3])[CH3:2].C(N(CC)CC)C.S(Cl)(Cl)=O, predict the reaction product. (2) Given the reactants [F:1][C:2]1[CH:3]=[C:4]([CH2:10][CH:11]([CH3:17])[C:12]([O:14][CH2:15][CH3:16])=[O:13])[CH:5]=[C:6]([F:9])[C:7]=1[OH:8].C(=O)([O-])[O-].[K+].[K+].[CH2:24](Cl)[C:25]1[CH:30]=[CH:29][CH:28]=[CH:27][CH:26]=1, predict the reaction product. The product is: [CH2:24]([O:8][C:7]1[C:2]([F:1])=[CH:3][C:4]([CH2:10][CH:11]([CH3:17])[C:12]([O:14][CH2:15][CH3:16])=[O:13])=[CH:5][C:6]=1[F:9])[C:25]1[CH:30]=[CH:29][CH:28]=[CH:27][CH:26]=1. (3) Given the reactants C([O:4][C@@H:5]1[C@@H:10]([O:11]C(=O)C)[C@@H:9]([O:15]C(=O)C)[C@@H:8]([CH2:19][O:20]C(=O)C)[O:7][C@H:6]1[O:24][C:25]1[C:29]([CH2:30][C:31]2[CH:36]=[CH:35][C:34]([CH2:37][CH2:38][CH2:39][C:40](=[O:63])[NH:41][C:42]([C:45]([N:47]3[CH2:52][CH2:51][N:50]([C:53]([O:55][CH2:56][C:57]4[CH:62]=[CH:61][CH:60]=[CH:59][CH:58]=4)=[O:54])[CH2:49][CH2:48]3)=[O:46])([CH3:44])[CH3:43])=[CH:33][CH:32]=2)=[C:28]([CH:64]([CH3:66])[CH3:65])[NH:27][N:26]=1)(=O)C.C[O-].[Na+].C(O)(=O)C, predict the reaction product. The product is: [CH2:56]([O:55][C:53]([N:50]1[CH2:49][CH2:48][N:47]([C:45]([C:42]([NH:41][C:40]([CH2:39][CH2:38][CH2:37][C:34]2[CH:35]=[CH:36][C:31]([CH2:30][C:29]3[C:25]([O:24][C@@H:6]4[O:7][C@H:8]([CH2:19][OH:20])[C@H:9]([OH:15])[C@H:10]([OH:11])[C@H:5]4[OH:4])=[N:26][NH:27][C:28]=3[CH:64]([CH3:66])[CH3:65])=[CH:32][CH:33]=2)=[O:63])([CH3:43])[CH3:44])=[O:46])[CH2:52][CH2:51]1)=[O:54])[C:57]1[CH:58]=[CH:59][CH:60]=[CH:61][CH:62]=1. (4) The product is: [C:24]([NH:28][C:9](=[O:11])[C:8]1[CH:12]=[CH:13][CH:14]=[C:6]([CH:2]([OH:1])[CH:3]([CH3:4])[CH3:5])[CH:7]=1)([CH3:27])([CH3:26])[CH3:25]. Given the reactants [OH:1][CH:2]([C:6]1[CH:7]=[C:8]([CH:12]=[CH:13][CH:14]=1)[C:9]([OH:11])=O)[CH:3]([CH3:5])[CH3:4].C(N(C(C)C)C(C)C)C.[C:24]([NH2:28])([CH3:27])([CH3:26])[CH3:25], predict the reaction product. (5) Given the reactants [C:1]([N:4]1[C:12]2[C:7](=[CH:8][CH:9]=[CH:10][CH:11]=2)[C:6](O)=[CH:5]1)(=[O:3])[CH3:2].[N+:14]([C:17]1[CH:23]=[CH:22][C:20]([NH2:21])=[CH:19][CH:18]=1)([O-:16])=[O:15], predict the reaction product. The product is: [C:1]([N:4]1[C:12]2[C:7](=[CH:8][CH:9]=[CH:10][CH:11]=2)[C:6]([NH:21][C:20]2[CH:22]=[CH:23][C:17]([N+:14]([O-:16])=[O:15])=[CH:18][CH:19]=2)=[CH:5]1)(=[O:3])[CH3:2]. (6) Given the reactants [Cl:1][C:2]1[CH:7]=[C:6]([Cl:8])[CH:5]=[CH:4][C:3]=1[C:9]1([O:38][Si](CC)(CC)CC)[C:17]2[C:12](=[CH:13][C:14]([C:22]3[O:23][CH:24]=[CH:25][N:26]=3)=[CH:15][C:16]=2[C:18]([F:21])([F:20])[F:19])[N:11]([CH2:27][C@H:28]2[CH2:31][C@H:30]([N:32]([CH2:35][CH3:36])[CH2:33][CH3:34])[CH2:29]2)[C:10]1=[O:37].[F-].C([N+](CCCC)(CCCC)CCCC)CCC, predict the reaction product. The product is: [Cl:1][C:2]1[CH:7]=[C:6]([Cl:8])[CH:5]=[CH:4][C:3]=1[C:9]1([OH:38])[C:17]2[C:12](=[CH:13][C:14]([C:22]3[O:23][CH:24]=[CH:25][N:26]=3)=[CH:15][C:16]=2[C:18]([F:19])([F:20])[F:21])[N:11]([CH2:27][C@H:28]2[CH2:29][C@H:30]([N:32]([CH2:33][CH3:34])[CH2:35][CH3:36])[CH2:31]2)[C:10]1=[O:37]. (7) The product is: [N:12]1[CH:17]=[CH:16][CH:15]=[CH:14][C:13]=1[CH2:18][C:19]([N:21]1[C:29]2[C:24](=[CH:25][C:26]([NH:30][C:38](=[O:39])[C:37]3[CH:41]=[CH:42][CH:43]=[CH:44][C:36]=3[N:31]3[CH2:35][CH2:34][CH2:33][CH2:32]3)=[CH:27][CH:28]=2)[CH2:23][CH2:22]1)=[O:20]. Given the reactants CN(C)CCCN=C=NCC.[N:12]1[CH:17]=[CH:16][CH:15]=[CH:14][C:13]=1[CH2:18][C:19]([N:21]1[C:29]2[C:24](=[CH:25][C:26]([NH2:30])=[CH:27][CH:28]=2)[CH2:23][CH2:22]1)=[O:20].[N:31]1([C:36]2[CH:44]=[CH:43][CH:42]=[CH:41][C:37]=2[C:38](O)=[O:39])[CH2:35][CH2:34][CH2:33][CH2:32]1.O.ON1C2C=CC=CC=2N=N1, predict the reaction product.